From a dataset of Reaction yield outcomes from USPTO patents with 853,638 reactions. Predict the reaction yield, written as a fraction of the theoretical maximum amount of product (1.0 means a 100% yield; for example, 0.34 means a 34% yield). (1) The reactants are [CH:1]1[C:13]2[CH:12]([CH2:14][O:15][C:16]([NH:18][C@@H:19]([CH3:23])[C:20](O)=[O:21])=[O:17])[C:11]3[C:6](=[CH:7][CH:8]=[CH:9][CH:10]=3)[C:5]=2[CH:4]=[CH:3][CH:2]=1.F[P-](F)(F)(F)(F)F.N1(OC(N(C)C)=[N+](C)C)C2N=CC=CC=2N=N1.[CH2:48]([NH:55][C@@H:56]([CH3:64])[CH:57]([O:61][CH2:62][CH3:63])[O:58][CH2:59][CH3:60])[C:49]1[CH:54]=[CH:53][CH:52]=[CH:51][CH:50]=1.CCN(C(C)C)C(C)C. The catalyst is ClCCl.C(OCC)(=O)C. The product is [CH2:62]([O:61][CH:57]([O:58][CH2:59][CH3:60])[C@@H:56]([N:55]([CH2:48][C:49]1[CH:54]=[CH:53][CH:52]=[CH:51][CH:50]=1)[C:20](=[O:21])[C@@H:19]([NH:18][C:16](=[O:17])[O:15][CH2:14][CH:12]1[C:11]2[CH:10]=[CH:9][CH:8]=[CH:7][C:6]=2[C:5]2[C:13]1=[CH:1][CH:2]=[CH:3][CH:4]=2)[CH3:23])[CH3:64])[CH3:63]. The yield is 0.450. (2) The reactants are [N+:1]([C:4]1[CH:9]=[CH:8][C:7]([N:10]2[CH2:15][CH2:14][O:13][CH2:12][CH2:11]2)=[CH:6][CH:5]=1)([O-])=O.N. The catalyst is CO.[Pd]. The product is [N:10]1([C:7]2[CH:8]=[CH:9][C:4]([NH2:1])=[CH:5][CH:6]=2)[CH2:11][CH2:12][O:13][CH2:14][CH2:15]1. The yield is 0.700. (3) The reactants are [C:1]1([S:7][CH3:8])[CH:6]=[CH:5][CH:4]=[CH:3][CH:2]=1.CO.C1C(=O)N(Br)C(=[O:14])C1.C([O-])(O)=O.[Na+]. The catalyst is O. The product is [CH3:8][S:7]([C:1]1[CH:6]=[CH:5][CH:4]=[CH:3][CH:2]=1)=[O:14]. The yield is 0.959. (4) The reactants are [NH2:1][C@@:2]([C:12]1[C:17]([F:18])=[CH:16][CH:15]=[C:14]([Br:19])[N:13]=1)([CH2:10][F:11])[CH2:3][C@H:4]([OH:9])[C:5]([F:8])([F:7])[F:6].[C:20]([N:28]=[C:29]=S)(=[O:27])[C:21]1[CH:26]=[CH:25][CH:24]=[CH:23][CH:22]=1.Cl.CN(C)CCCN=C=NCC.C(N(CC)C(C)C)(C)C.C([O-])(O)=O.[Na+]. The catalyst is CC#N. The product is [Br:19][C:14]1[N:13]=[C:12]([C@:2]2([CH2:10][F:11])[CH2:3][C@@H:4]([C:5]([F:6])([F:8])[F:7])[O:9][C:29]([NH:28][C:20](=[O:27])[C:21]3[CH:26]=[CH:25][CH:24]=[CH:23][CH:22]=3)=[N:1]2)[C:17]([F:18])=[CH:16][CH:15]=1. The yield is 0.820. (5) The reactants are [CH2:1]([O:8][C:9]1[C:14]([O:15][CH3:16])=[CH:13][C:12]([C:17](=[O:19])[CH3:18])=[C:11]([N+:20]([O-])=O)[CH:10]=1)[C:2]1[CH:7]=[CH:6][CH:5]=[CH:4][CH:3]=1.C([O-])=O.[NH4+]. The catalyst is C1(C)C=CC=CC=1.O.CCOC(C)=O.[Fe]. The product is [NH2:20][C:11]1[CH:10]=[C:9]([O:8][CH2:1][C:2]2[CH:7]=[CH:6][CH:5]=[CH:4][CH:3]=2)[C:14]([O:15][CH3:16])=[CH:13][C:12]=1[C:17](=[O:19])[CH3:18]. The yield is 0.990.